Dataset: Forward reaction prediction with 1.9M reactions from USPTO patents (1976-2016). Task: Predict the product of the given reaction. (1) Given the reactants C(Cl)(=O)C(Cl)=O.CS(C)=O.[CH3:11][CH:12]([CH2:14][CH2:15][CH2:16][C@H:17]([CH2:19][CH2:20][CH2:21][C@H:22]([CH2:24][CH2:25][CH2:26]/[C:27](=[CH:29]/[CH2:30][OH:31])/[CH3:28])[CH3:23])[CH3:18])[CH3:13].C(N(CC)CC)C, predict the reaction product. The product is: [CH3:28][C:27]([CH2:26][CH2:25][CH2:24][CH:22]([CH3:23])[CH2:21][CH2:20][CH2:19][CH:17]([CH3:18])[CH2:16][CH2:15][CH2:14][CH:12]([CH3:13])[CH3:11])=[CH:29][CH:30]=[O:31]. (2) Given the reactants [C:1]([C:3]1[CH:9]=[CH:8][C:6]([NH2:7])=[CH:5][CH:4]=1)#[N:2].Cl[C:11]1[C:16]([N+:17]([O-:19])=[O:18])=[CH:15][CH:14]=[C:13](Cl)[N:12]=1.[CH3:21][C:22]1[CH:27]=[C:26]([CH2:28][CH:29]=[CH2:30])[CH:25]=[C:24]([CH3:31])[C:23]=1[OH:32], predict the reaction product. The product is: [CH3:21][C:22]1[CH:27]=[C:26]([CH2:28][CH:29]=[CH2:30])[CH:25]=[C:24]([CH3:31])[C:23]=1[O:32][C:13]1[N:12]=[C:11]([NH:7][C:6]2[CH:8]=[CH:9][C:3]([C:1]#[N:2])=[CH:4][CH:5]=2)[C:16]([N+:17]([O-:19])=[O:18])=[CH:15][CH:14]=1. (3) Given the reactants [Cl:1][C:2]1[C:3]([NH:9][C:10]([C:12]2[C:20]3[C:19]4[CH:21]=[CH:22][CH:23]=[CH:24][C:18]=4[O:17][C:16]=3[C:15]([O:25][CH2:26][CH:27]3[CH2:29][CH2:28]3)=[CH:14][CH:13]=2)=[O:11])=[N:4][CH:5]=[C:6]([Cl:8])[CH:7]=1.ClC1C=CC=C(C(OO)=[O:38])C=1, predict the reaction product. The product is: [Cl:1][C:2]1[C:3]([NH+:9]([O-:38])[C:10]([C:12]2[C:20]3[C:19]4[CH:21]=[CH:22][CH:23]=[CH:24][C:18]=4[O:17][C:16]=3[C:15]([O:25][CH2:26][CH:27]3[CH2:29][CH2:28]3)=[CH:14][CH:13]=2)=[O:11])=[N:4][CH:5]=[C:6]([Cl:8])[CH:7]=1.